From a dataset of Reaction yield outcomes from USPTO patents with 853,638 reactions. Predict the reaction yield, written as a fraction of the theoretical maximum amount of product (1.0 means a 100% yield; for example, 0.34 means a 34% yield). (1) The reactants are [C:1]12([C:11](=[O:23])[CH2:12][S:13]([CH2:15][C:16]3[CH:21]=[CH:20][C:19]([Cl:22])=[CH:18][CH:17]=3)=[O:14])[CH2:10][CH:5]3[CH2:6][CH:7]([CH2:9][CH:3]([CH2:4]3)[CH2:2]1)[CH2:8]2.C1C=C(Cl)C=C(C(OO)=[O:32])C=1. The catalyst is C(Cl)Cl. The product is [C:1]12([C:11](=[O:23])[CH2:12][S:13]([CH2:15][C:16]3[CH:17]=[CH:18][C:19]([Cl:22])=[CH:20][CH:21]=3)(=[O:32])=[O:14])[CH2:8][CH:7]3[CH2:9][CH:3]([CH2:4][CH:5]([CH2:6]3)[CH2:10]1)[CH2:2]2. The yield is 0.680. (2) The reactants are Br[C:2]1[CH:3]=[N:4][CH:5]=[C:6]([C@@H:8]2[CH2:12][CH2:11][CH2:10][N:9]2[C@@H:13]([C:15]2[CH:20]=[CH:19][C:18]([O:21][CH3:22])=[CH:17][CH:16]=2)[CH3:14])[CH:7]=1.C([Li])CCC.[F:28][C:29]1[CH:40]=[CH:39][C:32]([C:33](N(OC)C)=[O:34])=[CH:31][CH:30]=1. The catalyst is CCOCC. The product is [F:28][C:29]1[CH:40]=[CH:39][C:32]([C:33]([C:2]2[CH:3]=[N:4][CH:5]=[C:6]([C@@H:8]3[CH2:12][CH2:11][CH2:10][N:9]3[C@@H:13]([C:15]3[CH:20]=[CH:19][C:18]([O:21][CH3:22])=[CH:17][CH:16]=3)[CH3:14])[CH:7]=2)=[O:34])=[CH:31][CH:30]=1. The yield is 0.860.